Dataset: Reaction yield outcomes from USPTO patents with 853,638 reactions. Task: Predict the reaction yield, written as a fraction of the theoretical maximum amount of product (1.0 means a 100% yield; for example, 0.34 means a 34% yield). (1) The reactants are [C:1]([NH:4][NH:5][C:6](=O)[CH2:7][CH2:8][C@@:9]1([C:25]2[CH:30]=[CH:29][CH:28]=[CH:27][CH:26]=2)[O:14][C:13](=[O:15])[N:12]([C@H:16]([C:18]2[CH:23]=[CH:22][C:21]([Br:24])=[CH:20][CH:19]=2)[CH3:17])[CH2:11][CH2:10]1)(=[O:3])[CH3:2].CC[N+](S(N=C(OC)[O-])(=O)=O)(CC)CC. The catalyst is C1COCC1. The product is [Br:24][C:21]1[CH:20]=[CH:19][C:18]([C@@H:16]([N:12]2[CH2:11][CH2:10][C@:9]([CH2:8][CH2:7][C:6]3[O:3][C:1]([CH3:2])=[N:4][N:5]=3)([C:25]3[CH:30]=[CH:29][CH:28]=[CH:27][CH:26]=3)[O:14][C:13]2=[O:15])[CH3:17])=[CH:23][CH:22]=1. The yield is 0.590. (2) The reactants are [Cl:1][C:2]1[CH:3]=[CH:4][C:5]([NH:17][CH2:18][CH:19]2[CH2:24][CH2:23][NH:22][CH2:21][CH2:20]2)=[C:6]([CH:16]=1)[C:7]([NH:9][C:10]1[CH:15]=[CH:14][CH:13]=[CH:12][N:11]=1)=[O:8].CO.[C:27](O)(=O)[CH3:28].[C:31]([BH3-])#N.[Na+]. The catalyst is CC(C)=O. The product is [Cl:1][C:2]1[CH:3]=[CH:4][C:5]([NH:17][CH2:18][CH:19]2[CH2:20][CH2:21][N:22]([CH:27]([CH3:28])[CH3:31])[CH2:23][CH2:24]2)=[C:6]([CH:16]=1)[C:7]([NH:9][C:10]1[CH:15]=[CH:14][CH:13]=[CH:12][N:11]=1)=[O:8]. The yield is 0.340. (3) The reactants are [CH:1]1([CH2:6][C@H:7]([C:16]2[CH:21]=[CH:20][C:19]([S:22]([CH3:25])(=[O:24])=[O:23])=[CH:18][CH:17]=2)[C:8]([NH:10][C:11]2[S:12][CH:13]=[CH:14][N:15]=2)=[O:9])[CH2:5][CH2:4][CH2:3][CH2:2]1.[Br:26]N1C(=O)CCC1=O.C(OOC(=O)C1C=CC=CC=1)(=O)C1C=CC=CC=1. The catalyst is C(Cl)(Cl)(Cl)Cl. The product is [Br:26][C:13]1[S:12][C:11]([NH:10][C:8](=[O:9])[C@@H:7]([C:16]2[CH:21]=[CH:20][C:19]([S:22]([CH3:25])(=[O:24])=[O:23])=[CH:18][CH:17]=2)[CH2:6][CH:1]2[CH2:5][CH2:4][CH2:3][CH2:2]2)=[N:15][CH:14]=1. The yield is 0.450. (4) The reactants are COC1C=C(OC)C=CC=1C[N:6]1[C:11](=[O:12])[C:10]2[CH:13]=[C:14]([CH2:16][CH2:17][CH3:18])[S:15][C:9]=2[NH:8][C:7]1=[O:19].Br[CH2:27][C:28]1[CH:33]=[CH:32][C:31]([C:34]2[C:35]([C:40]#[N:41])=[CH:36][CH:37]=[CH:38][CH:39]=2)=[CH:30][C:29]=1[F:42].C(=O)([O-])[O-].[K+].[K+]. The catalyst is C(#N)C. The product is [O:19]=[C:7]1[N:8]([CH2:27][C:28]2[CH:33]=[CH:32][C:31]([C:34]3[C:35]([C:40]#[N:41])=[CH:36][CH:37]=[CH:38][CH:39]=3)=[CH:30][C:29]=2[F:42])[C:9]2[S:15][C:14]([CH2:16][CH2:17][CH3:18])=[CH:13][C:10]=2[C:11](=[O:12])[NH:6]1. The yield is 0.640. (5) The reactants are [Cl:1][C:2]1[CH:3]=[C:4]([OH:13])[CH:5]=[N:6][C:7]=1[O:8][CH2:9][CH:10]([CH3:12])[CH3:11].Br[CH2:15][C:16]1[C:25]([F:26])=[CH:24][C:19]([C:20]([O:22][CH3:23])=[O:21])=[C:18]([F:27])[CH:17]=1.C(=O)([O-])[O-].[K+].[K+]. The catalyst is CS(C)=O. The product is [Cl:1][C:2]1[CH:3]=[C:4]([O:13][CH2:15][C:16]2[C:25]([F:26])=[CH:24][C:19]([C:20]([O:22][CH3:23])=[O:21])=[C:18]([F:27])[CH:17]=2)[CH:5]=[N:6][C:7]=1[O:8][CH2:9][CH:10]([CH3:11])[CH3:12]. The yield is 0.890. (6) The reactants are [CH3:1][C:2]1[CH:7]=[CH:6][C:5]([S:8]([O:11][CH2:12][C@H:13]([O:16][C:17]2[C:22]([CH:23]=CC)=[CH:21][CH:20]=[C:19]([F:26])[C:18]=2[C:27]2[CH:32]=[CH:31][C:30]([Cl:33])=[CH:29][C:28]=2[Cl:34])[CH:14]=C)(=[O:10])=[O:9])=[CH:4][CH:3]=1. The catalyst is ClCCCl.C1CCC(P(C2CCCCC2)C2CCCCC2)CC1.C1CCC(P(C2CCCCC2)C2CCCCC2)CC1.C1C=CC(C=[Ru](Cl)Cl)=CC=1. The product is [CH3:1][C:2]1[CH:7]=[CH:6][C:5]([S:8]([O:11][CH2:12][C@H:13]2[CH:14]=[CH:23][C:22]3[C:17](=[C:18]([C:27]4[CH:32]=[CH:31][C:30]([Cl:33])=[CH:29][C:28]=4[Cl:34])[C:19]([F:26])=[CH:20][CH:21]=3)[O:16]2)(=[O:10])=[O:9])=[CH:4][CH:3]=1. The yield is 0.630. (7) The reactants are [OH:1][CH2:2][CH2:3][N:4]([CH2:12][CH2:13][OH:14])[C:5](=[O:11])[O:6][C:7]([CH3:10])([CH3:9])[CH3:8].[C:15]([OH:34])(=O)[CH2:16][CH2:17][CH2:18][CH2:19][CH2:20][CH2:21][CH2:22]/[CH:23]=[CH:24]\[CH2:25][CH2:26][CH2:27][CH2:28][CH2:29][CH2:30][CH2:31][CH3:32].Cl.C(N=C=N[CH2:41][CH2:42][CH2:43]N(C)C)C. The catalyst is ClCCl.CN(C)C1C=CN=CC=1. The product is [C:15]([O:1][CH2:2][CH2:3][N:4]([CH2:12][CH2:13][O:14][C:15](=[O:34])[CH2:16][CH2:17][CH2:18][CH2:19][CH2:20][CH2:21][CH2:22]/[CH:23]=[CH:24]\[CH2:25][CH2:26][CH2:27][CH2:28][CH2:29][CH2:30][CH2:31][CH3:32])[C:5](=[O:11])[O:6][C:7]([CH3:8])([CH3:9])[CH3:10])(=[O:34])[CH2:16][CH2:17][CH2:18][CH2:19][CH2:20][CH2:21][CH2:22]/[CH:23]=[CH:24]\[CH2:25][CH2:26][CH2:27][CH2:28][CH2:29][CH2:43][CH2:42][CH3:41]. The yield is 0.587. (8) The reactants are [C:1]1([S:11]([NH2:14])(=[O:13])=[O:12])[C:2]([S:7]([NH2:10])(=[O:9])=[O:8])=[CH:3][CH:4]=[CH:5][CH:6]=1.[S:15]1[C:19]2[CH:20]=[CH:21][CH:22]=[CH:23][C:18]=2[N:17]=[C:16]1[C:24]1[CH:32]=[CH:31][C:27]([C:28](O)=[O:29])=[CH:26][CH:25]=1.C(Cl)CCl. The catalyst is CN(C1C=CN=CC=1)C.CN(C=O)C. The product is [S:15]1[C:19]2[CH:20]=[CH:21][CH:22]=[CH:23][C:18]=2[N:17]=[C:16]1[C:24]1[CH:32]=[CH:31][C:27]([C:28]([NH:10][S:7]([C:2]2[CH:3]=[CH:4][CH:5]=[CH:6][C:1]=2[S:11](=[O:13])(=[O:12])[NH2:14])(=[O:9])=[O:8])=[O:29])=[CH:26][CH:25]=1. The yield is 0.280. (9) The reactants are [O-:1][C:2]#[N:3].[K+].[NH2:5][CH2:6][C:7]1[CH:12]=[CH:11][C:10]([C:13]2[CH:22]=[C:21]([C:23]([NH:25][CH2:26][C@H:27]3[CH2:32][CH2:31][C@H:30]([CH2:33][NH:34][C:35](=[O:41])[O:36][C:37]([CH3:40])([CH3:39])[CH3:38])[CH2:29][CH2:28]3)=[O:24])[C:20]3[C:15](=[CH:16][CH:17]=[CH:18][CH:19]=3)[N:14]=2)=[CH:9][CH:8]=1.O. The catalyst is CC(O)=O.CO. The product is [C:2]([NH:5][CH2:6][C:7]1[CH:8]=[CH:9][C:10]([C:13]2[CH:22]=[C:21]([C:23]([NH:25][CH2:26][C@H:27]3[CH2:32][CH2:31][C@H:30]([CH2:33][NH:34][C:35](=[O:41])[O:36][C:37]([CH3:39])([CH3:38])[CH3:40])[CH2:29][CH2:28]3)=[O:24])[C:20]3[C:15](=[CH:16][CH:17]=[CH:18][CH:19]=3)[N:14]=2)=[CH:11][CH:12]=1)(=[O:1])[NH2:3]. The yield is 0.210.